This data is from Full USPTO retrosynthesis dataset with 1.9M reactions from patents (1976-2016). The task is: Predict the reactants needed to synthesize the given product. (1) Given the product [OH:2][CH2:1][C:3]1[CH:17]=[CH:16][C:15]([C:18]([F:19])([F:20])[F:21])=[CH:14][C:4]=1[O:5][C:6]1[CH:7]=[C:8]([CH:11]=[CH:12][CH:13]=1)[C:9]#[N:10], predict the reactants needed to synthesize it. The reactants are: [CH:1]([C:3]1[CH:17]=[CH:16][C:15]([C:18]([F:21])([F:20])[F:19])=[CH:14][C:4]=1[O:5][C:6]1[CH:7]=[C:8]([CH:11]=[CH:12][CH:13]=1)[C:9]#[N:10])=[O:2].[BH4-].[Na+]. (2) Given the product [CH3:19][C:20]1[CH:29]=[C:28]2[C:23]([C:24]([C:10]3[NH:6][CH:7]=[N:8][CH:9]=3)=[CH:25][CH2:26][O:27]2)=[CH:22][CH:21]=1, predict the reactants needed to synthesize it. The reactants are: CN(C)S([N:6]1[CH:10]=[CH:9][N:8]=[C:7]1[Si](C(C)(C)C)(C)C)(=O)=O.[CH3:19][C:20]1[CH:29]=[C:28]2[C:23]([C:24](=O)[CH2:25][CH2:26][O:27]2)=[CH:22][CH:21]=1. (3) Given the product [Cl:24][C:18]1[CH:19]=[CH:20][CH:21]=[C:22]([F:23])[C:17]=1[CH2:16][O:15][C:14]1[N:9]2[N:8]=[C:7]([CH3:26])[C:6]([C:4]([OH:5])=[O:3])=[C:10]2[CH:11]=[C:12]([CH3:25])[CH:13]=1, predict the reactants needed to synthesize it. The reactants are: C([O:3][C:4]([C:6]1[C:7]([CH3:26])=[N:8][N:9]2[C:14]([O:15][CH2:16][C:17]3[C:22]([F:23])=[CH:21][CH:20]=[CH:19][C:18]=3[Cl:24])=[CH:13][C:12]([CH3:25])=[CH:11][C:10]=12)=[O:5])C.[OH-].[Na+].CS(C)=O. (4) Given the product [Cl:27][C:28]1[CH:29]=[CH:30][C:31]([CH:32]([OH:36])[C:33]([NH:8][O:7][CH2:6][C:5]2[CH:9]=[CH:10][C:11]([O:12][CH2:13][C:14]#[C:15][CH2:16][CH3:17])=[C:3]([O:2][CH3:1])[CH:4]=2)=[O:34])=[CH:37][CH:38]=1, predict the reactants needed to synthesize it. The reactants are: [CH3:1][O:2][C:3]1[CH:4]=[C:5]([CH:9]=[CH:10][C:11]=1[O:12][CH2:13][C:14]#[C:15][CH2:16][CH3:17])[CH2:6][O:7][NH2:8].C(N(C(C)C)C(C)C)C.[Cl:27][C:28]1[CH:38]=[CH:37][C:31]([CH:32]([OH:36])[C:33](O)=[O:34])=[CH:30][CH:29]=1.F[P-](F)(F)(F)(F)F.N1(O[P+](N(C)C)(N(C)C)N(C)C)C2C=CC=CC=2N=N1. (5) Given the product [CH2:36]([S:42]([OH:45])(=[O:44])=[O:43])[CH2:37][S:38]([OH:41])(=[O:40])=[O:39].[CH3:1][C:2]1[CH:11]=[CH:10][C:9]([N:12]2[CH2:17][CH2:16][N:15]([CH3:18])[CH2:14][CH2:13]2)=[C:8]2[C:3]=1[CH2:4][CH2:5][C@@H:6]([NH:19][C:20](=[O:33])[C:21]1[CH:26]=[CH:25][C:24]([N:27]3[CH2:32][CH2:31][O:30][CH2:29][CH2:28]3)=[CH:23][CH:22]=1)[CH2:7]2, predict the reactants needed to synthesize it. The reactants are: [CH3:1][C:2]1[CH:11]=[CH:10][C:9]([N:12]2[CH2:17][CH2:16][N:15]([CH3:18])[CH2:14][CH2:13]2)=[C:8]2[C:3]=1[CH2:4][CH2:5][C@@H:6]([NH:19][C:20](=[O:33])[C:21]1[CH:26]=[CH:25][C:24]([N:27]3[CH2:32][CH2:31][O:30][CH2:29][CH2:28]3)=[CH:23][CH:22]=1)[CH2:7]2.O.O.[CH2:36]([S:42]([OH:45])(=[O:44])=[O:43])[CH2:37][S:38]([OH:41])(=[O:40])=[O:39].C(OCC)C. (6) Given the product [CH3:1][C:2]1[CH:3]=[C:4]([N:11]2[C:15]([C:14]([F:28])([F:27])[F:13])=[CH:16][C:17]([C:18]([F:23])([F:24])[C:19]([F:20])([F:21])[F:22])=[N:12]2)[CH:5]=[CH:6][C:7]=1[N+:8]([O-:10])=[O:9].[CH3:1][C:2]1[CH:3]=[C:4]([N:11]2[C:15]([C:14]([F:28])([F:27])[F:13])([OH:26])[CH2:16][C:17]([C:18]([F:23])([F:24])[C:19]([F:20])([F:21])[F:22])=[N:12]2)[CH:5]=[CH:6][C:7]=1[N+:8]([O-:10])=[O:9], predict the reactants needed to synthesize it. The reactants are: [CH3:1][C:2]1[CH:3]=[C:4]([NH:11][NH2:12])[CH:5]=[CH:6][C:7]=1[N+:8]([O-:10])=[O:9].[F:13][C:14]([F:28])([F:27])[C:15](=[O:26])[CH2:16][C:17](=O)[C:18]([F:24])([F:23])[C:19]([F:22])([F:21])[F:20]. (7) Given the product [CH2:1]([O:3][C:4]([C:6]1[C:7]([Cl:24])=[N:8][C:9]2[C:14]([C:15]=1[CH3:16])=[CH:13][CH:12]=[C:11]([C:17]([CH3:20])([CH3:19])[CH3:18])[CH:10]=2)=[O:5])[CH3:2], predict the reactants needed to synthesize it. The reactants are: [CH2:1]([O:3][C:4]([C:6]1[C:7](O)=[N:8][C:9]2[C:14]([C:15]=1[CH3:16])=[CH:13][CH:12]=[C:11]([C:17]([CH3:20])([CH3:19])[CH3:18])[CH:10]=2)=[O:5])[CH3:2].O=P(Cl)(Cl)[Cl:24].C([O-])(O)=O.[Na+]. (8) Given the product [C:12]([C:2]1[CH:10]=[CH:9][C:5]([C:6]([OH:8])=[O:7])=[CH:4][C:3]=1[F:11])#[N:13], predict the reactants needed to synthesize it. The reactants are: Br[C:2]1[CH:10]=[CH:9][C:5]([C:6]([OH:8])=[O:7])=[CH:4][C:3]=1[F:11].[CH3:12][N:13](C=O)C. (9) Given the product [C:1]1([NH:32][C:35](=[O:39])[O:47][C:44]([CH3:46])([CH3:45])[CH3:43])[C:6]2[CH2:7][CH2:8][CH2:9][C:5]=2[CH:4]=[CH:3][N:2]=1, predict the reactants needed to synthesize it. The reactants are: [C:1]1(C(O)=O)[C:6]2[CH2:7][CH2:8][CH2:9][C:5]=2[CH:4]=[CH:3][N:2]=1.C1(P(N=[N+]=[N-])(C2C=CC=CC=2)=O)C=CC=CC=1.C([N:32]([CH2:35]C)CC)C.CC[O:39]C(C)=O.[CH3:43][C:44]([OH:47])([CH3:46])[CH3:45]. (10) Given the product [CH3:1][N:2]([CH2:4][C-:5]1[CH:9]=[CH:8][CH:7]=[C:6]1[Si:37]([C:44]1[CH:45]=[CH:46][CH:47]=[CH:48][CH:49]=1)([C:50]1[CH:55]=[CH:54][CH:53]=[CH:52][CH:51]=1)[C:38]1[CH:39]=[CH:40][CH:41]=[CH:42][CH:43]=1)[CH3:3].[C-:5]1([Si:37]([C:44]2[CH:45]=[CH:46][CH:47]=[CH:48][CH:49]=2)([C:50]2[CH:55]=[CH:54][CH:53]=[CH:52][CH:51]=2)[C:38]2[CH:39]=[CH:40][CH:41]=[CH:42][CH:43]=2)[CH:6]=[CH:7][CH:8]=[CH:9]1.[Fe+2:15], predict the reactants needed to synthesize it. The reactants are: [CH3:1][N:2]([CH2:4][C-:5]1[CH:9]=[CH:8][CH:7]=[CH:6]1)[CH3:3].[CH-]1C=CC=C1.[Fe+2:15].C([Li])CCC.CN(CCN(C)C)C.C(=O)=O.CC(C)=O.Cl[Si:37]([C:50]1[CH:55]=[CH:54][CH:53]=[CH:52][CH:51]=1)([C:44]1[CH:49]=[CH:48][CH:47]=[CH:46][CH:45]=1)[C:38]1[CH:43]=[CH:42][CH:41]=[CH:40][CH:39]=1.C(OCC)C.